From a dataset of Full USPTO retrosynthesis dataset with 1.9M reactions from patents (1976-2016). Predict the reactants needed to synthesize the given product. (1) Given the product [Br:16][C:17]1[C:22]2[N:23]([C:2]3[C:3](=[O:15])[N:4]([C@@H:9]([CH2:12][O:13][CH3:14])[CH2:10][CH3:11])[CH:5]=[C:6]([Br:8])[N:7]=3)[CH2:24][CH2:25][O:26][C:21]=2[CH:20]=[C:19]([O:27][CH3:28])[CH:18]=1, predict the reactants needed to synthesize it. The reactants are: Br[C:2]1[C:3](=[O:15])[N:4]([C@@H:9]([CH2:12][O:13][CH3:14])[CH2:10][CH3:11])[CH:5]=[C:6]([Br:8])[N:7]=1.[Br:16][C:17]1[C:22]2[NH:23][CH2:24][CH2:25][O:26][C:21]=2[CH:20]=[C:19]([O:27][CH3:28])[CH:18]=1. (2) The reactants are: CCN(C(C)C)C(C)C.OC(C(F)(F)F)=O.[NH2:17][CH2:18][C:19]([N:21]1[CH2:26][CH2:25][N:24]([C:27](=[O:38])[C:28]2[CH:33]=[CH:32][CH:31]=[CH:30][C:29]=2[C:34]([F:37])([F:36])[F:35])[CH2:23][CH2:22]1)=[O:20].C1C=CC2N(O)N=NC=2C=1.CCN=C=NCCCN(C)C.Cl.[C:61]1([C:67]2[O:71][C:70]([C:72](O)=[O:73])=[CH:69][CH:68]=2)[CH:66]=[CH:65][CH:64]=[CH:63][CH:62]=1. Given the product [O:20]=[C:19]([N:21]1[CH2:22][CH2:23][N:24]([C:27](=[O:38])[C:28]2[CH:33]=[CH:32][CH:31]=[CH:30][C:29]=2[C:34]([F:37])([F:35])[F:36])[CH2:25][CH2:26]1)[CH2:18][NH:17][C:72]([C:70]1[O:71][C:67]([C:61]2[CH:62]=[CH:63][CH:64]=[CH:65][CH:66]=2)=[CH:68][CH:69]=1)=[O:73], predict the reactants needed to synthesize it. (3) Given the product [ClH:1].[Cl:1][C:2]1[CH:3]=[CH:4][C:5]([O:16][CH2:17][C:18]2[CH:19]=[CH:20][CH:21]=[CH:22][CH:23]=2)=[C:6]([CH2:8][C:9]2[S:10][CH:11]=[C:12]([C:14](=[NH:15])[O:26][CH2:24][CH3:25])[N:13]=2)[CH:7]=1, predict the reactants needed to synthesize it. The reactants are: [Cl:1][C:2]1[CH:3]=[CH:4][C:5]([O:16][CH2:17][C:18]2[CH:23]=[CH:22][CH:21]=[CH:20][CH:19]=2)=[C:6]([CH2:8][C:9]2[S:10][CH:11]=[C:12]([C:14]#[N:15])[N:13]=2)[CH:7]=1.[CH2:24]([OH:26])[CH3:25].Cl. (4) Given the product [CH2:18]([O:20][C:21]1[CH:22]=[C:23]([CH:26]=[C:27]([O:34][CH2:35][CH3:36])[C:28]=1[N:29]1[CH:33]=[CH:32][CH:31]=[CH:30]1)[CH2:24][N:15]1[CH2:16][CH2:17][CH:12]([NH:11][C:9]2[O:10][C:6]3[CH:5]=[CH:4][CH:3]=[C:2]([I:1])[C:7]=3[N:8]=2)[CH2:13][CH2:14]1)[CH3:19], predict the reactants needed to synthesize it. The reactants are: [I:1][C:2]1[C:7]2[N:8]=[C:9]([NH:11][CH:12]3[CH2:17][CH2:16][NH:15][CH2:14][CH2:13]3)[O:10][C:6]=2[CH:5]=[CH:4][CH:3]=1.[CH2:18]([O:20][C:21]1[CH:22]=[C:23]([CH:26]=[C:27]([O:34][CH2:35][CH3:36])[C:28]=1[N:29]1[CH:33]=[CH:32][CH:31]=[CH:30]1)[CH:24]=O)[CH3:19].C([BH3-])#N.[Na+].C(N(C(C)C)C(C)C)C.